Dataset: Full USPTO retrosynthesis dataset with 1.9M reactions from patents (1976-2016). Task: Predict the reactants needed to synthesize the given product. (1) Given the product [CH:15]1[C:16]2[C:11](=[CH:10][CH:9]=[CH:8][CH:7]=2)[CH:12]=[CH:13][C:14]=1[CH2:1][C:2]([Cl:4])=[O:3], predict the reactants needed to synthesize it. The reactants are: [C:1](Cl)(=O)[C:2]([Cl:4])=[O:3].[CH:7]1[C:16]2[C:11](=[CH:12][CH:13]=[CH:14][CH:15]=2)[CH:10]=[CH:9][C:8]=1CC(O)=O.CN(C=O)C. (2) Given the product [NH2:8][C:7]1[CH:6]=[CH:5][C:4]([N:11]2[CH2:15][CH2:14][C@H:13]([NH:16][C:17](=[O:23])[O:18][C:19]([CH3:20])([CH3:21])[CH3:22])[CH2:12]2)=[CH:3][C:2]=1[Br:1], predict the reactants needed to synthesize it. The reactants are: [Br:1][C:2]1[CH:3]=[C:4]([N:11]2[CH2:15][CH2:14][C@H:13]([NH:16][C:17](=[O:23])[O:18][C:19]([CH3:22])([CH3:21])[CH3:20])[CH2:12]2)[CH:5]=[CH:6][C:7]=1[N+:8]([O-])=O.[Cl-].[NH4+]. (3) Given the product [CH:5]1([C:8]2[CH:13]=[CH:12][C:11]([OH:14])=[C:10]([CH3:16])[CH:9]=2)[CH2:7][CH2:6]1, predict the reactants needed to synthesize it. The reactants are: B(Br)(Br)Br.[CH:5]1([C:8]2[CH:13]=[CH:12][C:11]([O:14]C)=[C:10]([CH3:16])[CH:9]=2)[CH2:7][CH2:6]1. (4) Given the product [CH3:11][C@@H:10]1[O:3][CH:2]([C:1]([O:5][CH2:6][CH3:7])=[O:4])[N:8]([C:19](=[O:20])[C:18]2[CH:22]=[C:14]([CH3:13])[CH:15]=[CH:16][C:17]=2[N:23]2[N:27]=[CH:26][CH:25]=[N:24]2)[CH2:9]1, predict the reactants needed to synthesize it. The reactants are: [C:1]([O:5][CH2:6][CH3:7])(=[O:4])[CH:2]=[O:3].[NH2:8][CH2:9][C@@H:10](O)[CH3:11].[CH3:13][C:14]1[CH:15]=[CH:16][C:17]([N:23]2[N:27]=[CH:26][CH:25]=[N:24]2)=[C:18]([CH:22]=1)[C:19](O)=[O:20]. (5) Given the product [CH3:25][N:24]([CH3:26])[C:21]1[CH:22]=[C:23]2[C:18]([CH:17]=[CH:16][N:15]=[C:14]2[N:11]2[CH2:12][CH2:13][NH:8][CH2:9][CH2:10]2)=[CH:19][CH:20]=1, predict the reactants needed to synthesize it. The reactants are: C([N:8]1[CH2:13][CH2:12][N:11]([C:14]2[C:23]3[C:18](=[CH:19][CH:20]=[C:21]([N:24]([CH3:26])[CH3:25])[CH:22]=3)[CH:17]=[CH:16][N:15]=2)[CH2:10][CH2:9]1)C1C=CC=CC=1. (6) Given the product [C:1]([CH2:3][C:4]1[CH:5]=[C:6]([NH:10][C:11]([C:13]2[CH:18]=[CH:17][CH:16]=[C:15]([C:24]3[CH:25]=[CH:26][C:21]([F:20])=[CH:22][CH:23]=3)[N:14]=2)=[O:12])[CH:7]=[CH:8][CH:9]=1)#[N:2], predict the reactants needed to synthesize it. The reactants are: [C:1]([CH2:3][C:4]1[CH:5]=[C:6]([NH:10][C:11]([C:13]2[CH:18]=[CH:17][CH:16]=[C:15](Br)[N:14]=2)=[O:12])[CH:7]=[CH:8][CH:9]=1)#[N:2].[F:20][C:21]1[CH:26]=[CH:25][C:24](B(O)O)=[CH:23][CH:22]=1.